From a dataset of Forward reaction prediction with 1.9M reactions from USPTO patents (1976-2016). Predict the product of the given reaction. (1) The product is: [CH2:24]([O:1][C:2]1[CH:7]=[CH:6][C:5]([C:8]2[O:9][C:10]3[C:15]([C:16](=[O:18])[CH:17]=2)=[CH:14][CH:13]=[CH:12][CH:11]=3)=[CH:4][CH:3]=1)[CH2:23][CH2:22][C:21]#[CH:20]. Given the reactants [OH:1][C:2]1[CH:7]=[CH:6][C:5]([C:8]2[O:9][C:10]3[C:15]([C:16](=[O:18])[CH:17]=2)=[CH:14][CH:13]=[CH:12][CH:11]=3)=[CH:4][CH:3]=1.Cl[CH2:20][CH2:21][CH2:22][C:23]#[CH:24], predict the reaction product. (2) Given the reactants [CH3:1][C:2]1[CH:3]=[C:4]([C:18]([OH:20])=O)[NH:5][C:6]=1[CH:7]=[C:8]1[C:16]2[C:11](=[CH:12][CH:13]=[CH:14][CH:15]=2)[NH:10][C:9]1=[O:17].[CH2:21]([O:23][C:24](=[O:31])[CH2:25][CH2:26][CH2:27][CH2:28][CH2:29][NH2:30])[CH3:22].Cl.CCN(CC)CC, predict the reaction product. The product is: [CH2:21]([O:23][C:24](=[O:31])[CH2:25][CH2:26][CH2:27][CH2:28][CH2:29][NH:30][C:18]([C:4]1[NH:5][C:6]([CH:7]=[C:8]2[C:16]3[C:11](=[CH:12][CH:13]=[CH:14][CH:15]=3)[NH:10][C:9]2=[O:17])=[C:2]([CH3:1])[CH:3]=1)=[O:20])[CH3:22]. (3) Given the reactants [C:1]([O:5][C:6](=[O:39])[NH:7][CH2:8][C:9]1[CH:38]=[CH:37][C:12]2[N:13]([CH2:32]CC(C)C)[C:14]([CH2:16][N:17]3[C:26]4[C:21](=[CH:22][CH:23]=[CH:24][CH:25]=4)[C:20](=[O:27])[N:19]([CH:28]4[CH2:30][CH2:29]4)[C:18]3=[O:31])=[N:15][C:11]=2[CH:10]=1)([CH3:4])([CH3:3])[CH3:2].C1(N2C(=O)C3C(=CC=CC=3)NC2=O)CC1.C(OC(NCC1C=CC2N(C[CH2:74][CH2:75][CH2:76][O:77][C:78](=[O:83])[C:79]([CH3:82])([CH3:81])[CH3:80])C(C[Cl:72])=NC=2C=1)=O)(C)(C)C, predict the reaction product. The product is: [ClH:72].[C:1]([O:5][C:6]([NH:7][CH2:8][C:9]1[CH:38]=[CH:37][C:12]2[N:13]([CH2:32][CH2:74][CH2:75][CH2:76][O:77][C:78](=[O:83])[C:79]([CH3:82])([CH3:81])[CH3:80])[C:14]([CH2:16][N:17]3[C:26]4[C:21](=[CH:22][CH:23]=[CH:24][CH:25]=4)[C:20](=[O:27])[N:19]([CH:28]4[CH2:30][CH2:29]4)[C:18]3=[O:31])=[N:15][C:11]=2[CH:10]=1)=[O:39])([CH3:3])([CH3:4])[CH3:2]. (4) Given the reactants [Cl:1][C:2]1[N:6]2[N:7]=[C:8]([CH3:27])[C:9]([CH2:18][C:19](=[O:26])[CH2:20][C:21]([O:23][CH2:24][CH3:25])=[O:22])=[C:10]([C:11]3[CH:16]=[CH:15][C:14]([F:17])=[CH:13][CH:12]=3)[C:5]2=[CH:4][CH:3]=1.[BH4-].[Na+], predict the reaction product. The product is: [Cl:1][C:2]1[N:6]2[N:7]=[C:8]([CH3:27])[C:9]([CH2:18][CH:19]([OH:26])[CH2:20][C:21]([O:23][CH2:24][CH3:25])=[O:22])=[C:10]([C:11]3[CH:12]=[CH:13][C:14]([F:17])=[CH:15][CH:16]=3)[C:5]2=[CH:4][CH:3]=1. (5) Given the reactants [OH:1][CH2:2][CH:3]1[CH2:8][CH2:7][N:6]([C:9]([O:11][C:12]([CH3:15])([CH3:14])[CH3:13])=[O:10])[CH2:5][CH2:4]1.O.[CH3:17][S:18](Cl)(=[O:20])=[O:19], predict the reaction product. The product is: [CH3:17][S:18]([O:1][CH2:2][CH:3]1[CH2:8][CH2:7][N:6]([C:9]([O:11][C:12]([CH3:15])([CH3:14])[CH3:13])=[O:10])[CH2:5][CH2:4]1)(=[O:20])=[O:19]. (6) Given the reactants [NH2:1][C:2]1[O:3][C@H:4]([C:28]([F:31])([F:30])[F:29])[CH2:5][C@:6]([C:10]2[CH:11]=[C:12]([NH:18][C:19](=[O:27])[C:20]3[CH:25]=[CH:24][C:23](Br)=[CH:22][N:21]=3)[CH:13]=[C:14]([F:17])[C:15]=2[F:16])([CH2:8][F:9])[N:7]=1.[CH:32]1([C:35]#[CH:36])[CH2:34][CH2:33]1.C1(C)C=CC=CC=1.C(NCC)C, predict the reaction product. The product is: [NH2:1][C:2]1[O:3][C@H:4]([C:28]([F:31])([F:30])[F:29])[CH2:5][C@:6]([C:10]2[CH:11]=[C:12]([NH:18][C:19](=[O:27])[C:20]3[CH:25]=[CH:24][C:23]([C:36]#[C:35][CH:32]4[CH2:34][CH2:33]4)=[CH:22][N:21]=3)[CH:13]=[C:14]([F:17])[C:15]=2[F:16])([CH2:8][F:9])[N:7]=1.